This data is from NCI-60 drug combinations with 297,098 pairs across 59 cell lines. The task is: Regression. Given two drug SMILES strings and cell line genomic features, predict the synergy score measuring deviation from expected non-interaction effect. (1) Drug 1: C1CCC(C1)C(CC#N)N2C=C(C=N2)C3=C4C=CNC4=NC=N3. Drug 2: C#CCC(CC1=CN=C2C(=N1)C(=NC(=N2)N)N)C3=CC=C(C=C3)C(=O)NC(CCC(=O)O)C(=O)O. Cell line: MDA-MB-231. Synergy scores: CSS=6.68, Synergy_ZIP=-0.916, Synergy_Bliss=2.38, Synergy_Loewe=1.24, Synergy_HSA=1.40. (2) Drug 1: CC1OCC2C(O1)C(C(C(O2)OC3C4COC(=O)C4C(C5=CC6=C(C=C35)OCO6)C7=CC(=C(C(=C7)OC)O)OC)O)O. Drug 2: C1=NNC2=C1C(=O)NC=N2. Cell line: UO-31. Synergy scores: CSS=17.4, Synergy_ZIP=-5.38, Synergy_Bliss=-0.395, Synergy_Loewe=1.78, Synergy_HSA=2.04. (3) Drug 1: CCCCCOC(=O)NC1=NC(=O)N(C=C1F)C2C(C(C(O2)C)O)O. Drug 2: CC(C)NC(=O)C1=CC=C(C=C1)CNNC.Cl. Cell line: HT29. Synergy scores: CSS=-1.67, Synergy_ZIP=1.40, Synergy_Bliss=-0.182, Synergy_Loewe=-6.48, Synergy_HSA=-4.99. (4) Drug 1: CS(=O)(=O)C1=CC(=C(C=C1)C(=O)NC2=CC(=C(C=C2)Cl)C3=CC=CC=N3)Cl. Drug 2: C1CCC(C(C1)N)N.C(=O)(C(=O)[O-])[O-].[Pt+4]. Cell line: HOP-62. Synergy scores: CSS=14.4, Synergy_ZIP=-1.97, Synergy_Bliss=8.36, Synergy_Loewe=-17.4, Synergy_HSA=7.77. (5) Drug 1: CCC1(CC2CC(C3=C(CCN(C2)C1)C4=CC=CC=C4N3)(C5=C(C=C6C(=C5)C78CCN9C7C(C=CC9)(C(C(C8N6C=O)(C(=O)OC)O)OC(=O)C)CC)OC)C(=O)OC)O.OS(=O)(=O)O. Drug 2: C1CC(=O)NC(=O)C1N2C(=O)C3=CC=CC=C3C2=O. Cell line: SNB-19. Synergy scores: CSS=32.3, Synergy_ZIP=-1.68, Synergy_Bliss=-0.617, Synergy_Loewe=-74.6, Synergy_HSA=-2.06. (6) Drug 1: CCC1=CC2CC(C3=C(CN(C2)C1)C4=CC=CC=C4N3)(C5=C(C=C6C(=C5)C78CCN9C7C(C=CC9)(C(C(C8N6C)(C(=O)OC)O)OC(=O)C)CC)OC)C(=O)OC.C(C(C(=O)O)O)(C(=O)O)O. Drug 2: CN1C(=O)N2C=NC(=C2N=N1)C(=O)N. Cell line: NCI-H460. Synergy scores: CSS=54.8, Synergy_ZIP=-3.38, Synergy_Bliss=-5.24, Synergy_Loewe=-29.6, Synergy_HSA=-3.03. (7) Drug 1: CC(C)CN1C=NC2=C1C3=CC=CC=C3N=C2N. Drug 2: B(C(CC(C)C)NC(=O)C(CC1=CC=CC=C1)NC(=O)C2=NC=CN=C2)(O)O. Cell line: T-47D. Synergy scores: CSS=25.1, Synergy_ZIP=-3.78, Synergy_Bliss=-7.26, Synergy_Loewe=-25.2, Synergy_HSA=-9.12. (8) Drug 1: CC(CN1CC(=O)NC(=O)C1)N2CC(=O)NC(=O)C2. Drug 2: CCC(=C(C1=CC=CC=C1)C2=CC=C(C=C2)OCCN(C)C)C3=CC=CC=C3.C(C(=O)O)C(CC(=O)O)(C(=O)O)O. Cell line: SN12C. Synergy scores: CSS=9.90, Synergy_ZIP=-7.27, Synergy_Bliss=-10.8, Synergy_Loewe=-10.0, Synergy_HSA=-10.0. (9) Drug 1: C(CN)CNCCSP(=O)(O)O. Drug 2: CC1C(C(CC(O1)OC2CC(CC3=C2C(=C4C(=C3O)C(=O)C5=CC=CC=C5C4=O)O)(C(=O)C)O)N)O. Cell line: LOX IMVI. Synergy scores: CSS=40.5, Synergy_ZIP=0.715, Synergy_Bliss=0.760, Synergy_Loewe=-39.9, Synergy_HSA=1.21. (10) Drug 1: C1=CC(=CC=C1CCCC(=O)O)N(CCCl)CCCl. Drug 2: CCCCC(=O)OCC(=O)C1(CC(C2=C(C1)C(=C3C(=C2O)C(=O)C4=C(C3=O)C=CC=C4OC)O)OC5CC(C(C(O5)C)O)NC(=O)C(F)(F)F)O. Cell line: LOX IMVI. Synergy scores: CSS=12.1, Synergy_ZIP=-5.63, Synergy_Bliss=-5.81, Synergy_Loewe=-3.34, Synergy_HSA=-3.21.